Dataset: NCI-60 drug combinations with 297,098 pairs across 59 cell lines. Task: Regression. Given two drug SMILES strings and cell line genomic features, predict the synergy score measuring deviation from expected non-interaction effect. (1) Drug 1: CC1=C(C=C(C=C1)NC2=NC=CC(=N2)N(C)C3=CC4=NN(C(=C4C=C3)C)C)S(=O)(=O)N.Cl. Drug 2: CC1=C(C=C(C=C1)NC(=O)C2=CC=C(C=C2)CN3CCN(CC3)C)NC4=NC=CC(=N4)C5=CN=CC=C5. Cell line: SNB-19. Synergy scores: CSS=-2.80, Synergy_ZIP=2.52, Synergy_Bliss=1.13, Synergy_Loewe=-0.629, Synergy_HSA=-1.76. (2) Drug 1: C1=NC2=C(N1)C(=S)N=CN2. Drug 2: C1CN(P(=O)(OC1)NCCCl)CCCl. Cell line: HCC-2998. Synergy scores: CSS=29.0, Synergy_ZIP=-6.33, Synergy_Bliss=-2.60, Synergy_Loewe=-42.5, Synergy_HSA=-2.76. (3) Drug 1: C1CC(C1)(C(=O)O)C(=O)O.[NH2-].[NH2-].[Pt+2]. Drug 2: C1=NC2=C(N1)C(=S)N=CN2. Cell line: T-47D. Synergy scores: CSS=3.63, Synergy_ZIP=-4.41, Synergy_Bliss=-5.18, Synergy_Loewe=-13.1, Synergy_HSA=-6.75.